Dataset: NCI-60 drug combinations with 297,098 pairs across 59 cell lines. Task: Regression. Given two drug SMILES strings and cell line genomic features, predict the synergy score measuring deviation from expected non-interaction effect. (1) Drug 1: C1=NC(=NC(=O)N1C2C(C(C(O2)CO)O)O)N. Drug 2: C1C(C(OC1N2C=NC(=NC2=O)N)CO)O. Cell line: UACC-257. Synergy scores: CSS=7.48, Synergy_ZIP=0.360, Synergy_Bliss=3.21, Synergy_Loewe=0.625, Synergy_HSA=0.510. (2) Drug 1: CCCCCOC(=O)NC1=NC(=O)N(C=C1F)C2C(C(C(O2)C)O)O. Drug 2: CC12CCC3C(C1CCC2O)C(CC4=C3C=CC(=C4)O)CCCCCCCCCS(=O)CCCC(C(F)(F)F)(F)F. Cell line: BT-549. Synergy scores: CSS=-7.00, Synergy_ZIP=4.46, Synergy_Bliss=3.01, Synergy_Loewe=-6.25, Synergy_HSA=-5.20.